This data is from Catalyst prediction with 721,799 reactions and 888 catalyst types from USPTO. The task is: Predict which catalyst facilitates the given reaction. (1) Reactant: [Cl:1][C:2]1[N:3]=[CH:4][C:5]2[C:10]([CH:11]=1)=[CH:9][C:8]([C:12]1[CH:13]=[N:14][N:15]([CH2:17][CH:18]3[CH2:22][O:21]C(C)(C)[O:19]3)[CH:16]=1)=[CH:7][CH:6]=2.Cl. Product: [Cl:1][C:2]1[N:3]=[CH:4][C:5]2[C:10]([CH:11]=1)=[CH:9][C:8]([C:12]1[CH:13]=[N:14][N:15]([CH2:17][CH:18]([OH:19])[CH2:22][OH:21])[CH:16]=1)=[CH:7][CH:6]=2. The catalyst class is: 76. (2) Reactant: [NH2:1][C:2]1[CH:10]=[CH:9][C:8]([C:11]2[CH:12]=[C:13]3[C:19]([C:20]4[CH:25]=[CH:24][CH:23]=[CH:22][C:21]=4[O:26][CH3:27])=[N:18][NH:17][C:14]3=[N:15][CH:16]=2)=[CH:7][C:3]=1[C:4]([OH:6])=O.F[P-](F)(F)(F)(F)F.N1(OC(N(C)C)=[N+](C)C)[C:39]2[N:40]=[CH:41][CH:42]=C[C:38]=2N=N1.C(N(C(C)C)CC)(C)C.C(NCC)C.C(=O)(O)[O-].[Na+]. Product: [NH2:1][C:2]1[CH:10]=[CH:9][C:8]([C:11]2[CH:12]=[C:13]3[C:19]([C:20]4[CH:25]=[CH:24][CH:23]=[CH:22][C:21]=4[O:26][CH3:27])=[N:18][NH:17][C:14]3=[N:15][CH:16]=2)=[CH:7][C:3]=1[C:4]([N:40]([CH2:41][CH3:42])[CH2:39][CH3:38])=[O:6]. The catalyst class is: 174.